Task: Predict the reaction yield, written as a fraction of the theoretical maximum amount of product (1.0 means a 100% yield; for example, 0.34 means a 34% yield).. Dataset: Reaction yield outcomes from USPTO patents with 853,638 reactions The reactants are OO.[N:3]1([CH2:9][CH2:10][NH:11][C:12]2[N:13]=[N+:14]([O-:25])[C:15]3[CH:24]=[C:23]4[C:19]([CH2:20][CH2:21][CH2:22]4)=[CH:18][C:16]=3[N:17]=2)[CH2:8][CH2:7][O:6][CH2:5][CH2:4]1.C([O-])([O-])=[O:27].[Na+].[Na+]. The catalyst is C(O)(C(F)(F)F)=O.O. The product is [N:3]1([CH2:9][CH2:10][NH:11][C:12]2[N:13]=[N+:14]([O-:25])[C:15]3[CH:24]=[C:23]4[C:19]([CH2:20][CH2:21][CH2:22]4)=[CH:18][C:16]=3[N+:17]=2[O-:27])[CH2:8][CH2:7][O:6][CH2:5][CH2:4]1. The yield is 0.360.